This data is from Forward reaction prediction with 1.9M reactions from USPTO patents (1976-2016). The task is: Predict the product of the given reaction. (1) The product is: [CH3:1][C:2]1([CH3:9])[N:6]([Si:11]([CH3:18])([CH3:17])[CH3:10])[C:5](=[O:7])[NH:4][C:3]1=[O:8]. Given the reactants [CH3:1][C:2]1([CH3:9])[NH:6][C:5](=[O:7])[NH:4][C:3]1=[O:8].[CH3:10][Si:11]([CH3:18])([CH3:17])N[Si:11]([CH3:18])([CH3:17])[CH3:10], predict the reaction product. (2) Given the reactants Br[CH2:2][C:3]([C:5]1[CH:10]=[C:9]([C:11]([F:14])([F:13])[F:12])[CH:8]=[C:7]([Br:15])[CH:6]=1)=[O:4].[C:16]([O:24]CC(C1C=C(C(F)(F)F)C=C(Cl)C=1)=O)(=[O:23])[CH2:17][CH2:18][C:19]([O:21][CH3:22])=[O:20], predict the reaction product. The product is: [C:16]([O:24][CH2:2][C:3]([C:5]1[CH:10]=[C:9]([C:11]([F:14])([F:13])[F:12])[CH:8]=[C:7]([Br:15])[CH:6]=1)=[O:4])(=[O:23])[CH2:17][CH2:18][C:19]([O:21][CH3:22])=[O:20]. (3) Given the reactants [CH2:1]([C@@H:8]([CH2:12][CH2:13][C@H:14]([CH2:18][C:19]1[CH:24]=[CH:23][CH:22]=[CH:21][CH:20]=1)[C:15]([OH:17])=O)[C:9]([OH:11])=O)[C:2]1[CH:7]=[CH:6][CH:5]=[CH:4][CH:3]=1.Cl.[NH2:26][C@H:27]1[CH2:33][CH2:32][S:31][C@H:30]2[CH2:34][CH2:35][CH2:36][C@@H:37]([C:38]([NH:40][CH2:41][CH2:42][CH3:43])=[O:39])[N:29]2[C:28]1=[O:44], predict the reaction product. The product is: [CH2:18]([C@@H:14]([CH2:13][CH2:12][C@H:8]([CH2:1][C:2]1[CH:3]=[CH:4][CH:5]=[CH:6][CH:7]=1)[C:9]([NH:26][C@H:27]1[CH2:33][CH2:32][S:31][C@H:30]2[CH2:34][CH2:35][CH2:36][C@@H:37]([C:38](=[O:39])[NH:40][CH2:41][CH2:42][CH3:43])[N:29]2[C:28]1=[O:44])=[O:11])[C:15]([NH:26][C@H:27]1[CH2:33][CH2:32][S:31][C@H:30]2[CH2:34][CH2:35][CH2:36][C@@H:37]([C:38](=[O:39])[NH:40][CH2:41][CH2:42][CH3:43])[N:29]2[C:28]1=[O:44])=[O:17])[C:19]1[CH:24]=[CH:23][CH:22]=[CH:21][CH:20]=1. (4) Given the reactants [NH2:1][C:2]1[N:3]=[C:4]([C:10]2[CH:15]=[CH:14][C:13]([O:16][CH3:17])=[CH:12][CH:11]=2)[S:5][C:6]=1[C:7]([OH:9])=O.[NH2:18][C@@H:19]([CH:24]1[CH2:29][CH2:28][CH2:27][CH2:26][CH2:25]1)[C:20]([O:22][CH3:23])=[O:21].C(N(CC)CC)C.CN(C(ON1N=NC2C=CC=NC1=2)=[N+](C)C)C.F[P-](F)(F)(F)(F)F, predict the reaction product. The product is: [NH2:1][C:2]1[N:3]=[C:4]([C:10]2[CH:15]=[CH:14][C:13]([O:16][CH3:17])=[CH:12][CH:11]=2)[S:5][C:6]=1[C:7]([NH:18][C@@H:19]([CH:24]1[CH2:29][CH2:28][CH2:27][CH2:26][CH2:25]1)[C:20]([O:22][CH3:23])=[O:21])=[O:9]. (5) Given the reactants C(OC(=O)[NH:7][C:8]([C:12]1[CH:17]=[CH:16][C:15]([F:18])=[CH:14][CH:13]=1)([CH3:11])[CH2:9][OH:10])(C)(C)C.C(OC(=O)C)C.[ClH:26], predict the reaction product. The product is: [ClH:26].[NH2:7][C:8]([C:12]1[CH:13]=[CH:14][C:15]([F:18])=[CH:16][CH:17]=1)([CH3:11])[CH2:9][OH:10]. (6) Given the reactants [CH2:1]([O:3][C:4](=[O:33])[CH2:5][O:6][C:7]1[CH:12]=[CH:11][C:10]([S:13][C:14]2[CH:19]=[C:18]([O:20][C:21]3[C:26]([C:27]([F:30])([F:29])[F:28])=[CH:25][CH:24]=[CH:23][N:22]=3)[CH:17]=[C:16](Br)[CH:15]=2)=[CH:9][C:8]=1[CH3:32])[CH3:2].[CH2:34]([N:37]1[CH2:42][CH2:41][O:40][CH2:39][CH2:38]1)[C:35]#[CH:36].C(OC(=O)COC1C=CC(SC2C=C(C#CC3C=CC(CO)=CC=3)C=C(OCCC3C=CC(Cl)=CC=3)C=2)=CC=1C)C, predict the reaction product. The product is: [CH2:1]([O:3][C:4](=[O:33])[CH2:5][O:6][C:7]1[CH:12]=[CH:11][C:10]([S:13][C:14]2[CH:19]=[C:18]([O:20][C:21]3[C:26]([C:27]([F:30])([F:29])[F:28])=[CH:25][CH:24]=[CH:23][N:22]=3)[CH:17]=[C:16]([C:36]#[C:35][CH2:34][N:37]3[CH2:42][CH2:41][O:40][CH2:39][CH2:38]3)[CH:15]=2)=[CH:9][C:8]=1[CH3:32])[CH3:2].